Dataset: Reaction yield outcomes from USPTO patents with 853,638 reactions. Task: Predict the reaction yield, written as a fraction of the theoretical maximum amount of product (1.0 means a 100% yield; for example, 0.34 means a 34% yield). (1) The reactants are [F:1][C:2]1[C:28]([I:29])=[CH:27][C:5]2[C:6]3[N:10]=[C:9]([C:11]([O:13]CC)=O)[N:8]([CH2:16][C:17]4[N:21]([CH3:22])[N:20]=[CH:19][CH:18]=4)[C:7]=3[CH:23]3[CH2:26][CH:25]([C:4]=2[CH:3]=1)[CH2:24]3.[NH3:30]. No catalyst specified. The product is [F:1][C:2]1[C:28]([I:29])=[CH:27][C:5]2[C:6]3[N:10]=[C:9]([C:11]([NH2:30])=[O:13])[N:8]([CH2:16][C:17]4[N:21]([CH3:22])[N:20]=[CH:19][CH:18]=4)[C:7]=3[CH:23]3[CH2:26][CH:25]([C:4]=2[CH:3]=1)[CH2:24]3. The yield is 0.930. (2) The reactants are F[C:2]1[CH:3]=[C:4]([C:9]2[O:13][N:12]=[C:11]([C:14]([N:16]3[CH2:21][C@H:20]([CH2:22][CH:23]([CH3:25])[CH3:24])[NH:19][C:18](=[O:26])[C@@H:17]3[CH2:27][CH:28]([CH3:30])[CH3:29])=[O:15])[CH:10]=2)[CH:5]=[CH:6][C:7]=1F.C([C@@H]1NC[C@H](CC(C)C)NC1=O)C(C)C.[Cl:46]C1C=CC(C2ON=C(C(O)=O)C=2)=CC=1. No catalyst specified. The product is [Cl:46][C:7]1[CH:6]=[CH:5][C:4]([C:9]2[O:13][N:12]=[C:11]([C:14]([N:16]3[CH2:21][C@H:20]([CH2:22][CH:23]([CH3:25])[CH3:24])[NH:19][C:18](=[O:26])[C@@H:17]3[CH2:27][CH:28]([CH3:30])[CH3:29])=[O:15])[CH:10]=2)=[CH:3][CH:2]=1. The yield is 0.555. (3) The yield is 0.390. The product is [CH3:7][O:6][CH:5]([O:8][CH3:9])[CH:4]([N:3]([O:2][CH3:1])[C:16]([NH2:15])=[O:17])[CH3:10]. The catalyst is CC(O)C. The reactants are [CH3:1][O:2][NH:3][CH:4]([CH3:10])[CH:5]([O:8][CH3:9])[O:6][CH3:7].C[Si]([N:15]=[C:16]=[O:17])(C)C.C(Cl)Cl.O. (4) The reactants are [C:1]([O:4][C@H:5]1[C@@H:20]([O:21][C:22](=[O:24])[CH3:23])[C@H:19]([O:25][C:26](=[O:28])[CH3:27])[C@@H:18]([CH2:29][O:30][C:31](=[O:33])[CH3:32])[O:17][C@@H:6]1[O:7][C:8]1[C:13]([Cl:14])=[CH:12][C:11](Br)=[CH:10][C:9]=1[Cl:16])(=[O:3])[CH3:2].[CH3:34][O:35][C:36]([C:38]1[CH:43]=[CH:42][C:41](B(O)O)=[CH:40][CH:39]=1)=[O:37].C(=O)([O-])[O-].[Cs+].[Cs+].C(O[C@H]1[C@@H](OC(=O)C)[C@H](OC(=O)C)[C@@H](COC(=O)C)O[C@@H]1OC1C=CC(C2C=CC(C(OC)=O)=CC=2)=CC=1Cl)(=O)C. The catalyst is O1CCOCC1.C1C=CC([P]([Pd]([P](C2C=CC=CC=2)(C2C=CC=CC=2)C2C=CC=CC=2)([P](C2C=CC=CC=2)(C2C=CC=CC=2)C2C=CC=CC=2)[P](C2C=CC=CC=2)(C2C=CC=CC=2)C2C=CC=CC=2)(C2C=CC=CC=2)C2C=CC=CC=2)=CC=1. The product is [C:1]([O:4][C@H:5]1[C@@H:20]([O:21][C:22](=[O:24])[CH3:23])[C@H:19]([O:25][C:26](=[O:28])[CH3:27])[C@@H:18]([CH2:29][O:30][C:31](=[O:33])[CH3:32])[O:17][C@@H:6]1[O:7][C:8]1[C:13]([Cl:14])=[CH:12][C:11]([C:41]2[CH:42]=[CH:43][C:38]([C:36]([O:35][CH3:34])=[O:37])=[CH:39][CH:40]=2)=[CH:10][C:9]=1[Cl:16])(=[O:3])[CH3:2]. The yield is 0.300. (5) The reactants are [C:1]([C:5]1[CH:9]=[C:8]([NH:10][C:11]([NH:13][C@@H:14]2[C:23]3[C:18](=[CH:19][CH:20]=[CH:21][CH:22]=3)[C@H:17]([O:24][C:25]3[CH:26]=[CH:27][C:28]4[N:29]([C:31]([N:34]5[C@H:39]([CH3:40])[CH2:38][CH2:37][CH2:36][C@@H:35]5[CH3:41])=[N:32][N:33]=4)[CH:30]=3)[CH2:16][CH2:15]2)=[O:12])[N:7]([CH2:42][CH2:43]OS(C)(=O)=O)[N:6]=1)([CH3:4])([CH3:3])[CH3:2].CCN(C(C)C)C(C)C.[NH:58]1[CH2:63][CH2:62][O:61][CH2:60][CH2:59]1. The catalyst is C1COCC1. The product is [C:1]([C:5]1[CH:9]=[C:8]([NH:10][C:11]([NH:13][C@@H:14]2[C:23]3[C:18](=[CH:19][CH:20]=[CH:21][CH:22]=3)[C@H:17]([O:24][C:25]3[CH:26]=[CH:27][C:28]4[N:29]([C:31]([N:34]5[C@H:35]([CH3:41])[CH2:36][CH2:37][CH2:38][C@@H:39]5[CH3:40])=[N:32][N:33]=4)[CH:30]=3)[CH2:16][CH2:15]2)=[O:12])[N:7]([CH2:42][CH2:43][N:58]2[CH2:63][CH2:62][O:61][CH2:60][CH2:59]2)[N:6]=1)([CH3:2])([CH3:3])[CH3:4]. The yield is 0.390.